From a dataset of Reaction yield outcomes from USPTO patents with 853,638 reactions. Predict the reaction yield, written as a fraction of the theoretical maximum amount of product (1.0 means a 100% yield; for example, 0.34 means a 34% yield). (1) The reactants are Br[C:2]1[N:3]=[C:4]([NH:10][C:11]2[CH:12]=[N:13][CH:14]=[CH:15][CH:16]=2)[C:5](=[O:9])[N:6]([CH3:8])[CH:7]=1.CC1(C)C(C)(C)[O:21][B:20](B2OC(C)(C)C(C)(C)O2)[O:19]1.C([O-])(=O)C.[K+]. The yield is 0.580. The product is [CH3:8][N:6]1[C:5](=[O:9])[C:4]([NH:10][C:11]2[CH:12]=[N:13][CH:14]=[CH:15][CH:16]=2)=[N:3][C:2]([B:20]([OH:21])[OH:19])=[CH:7]1. The catalyst is [Pd].O1CCOCC1. (2) The reactants are [CH:1]([N:14]1[C:22]2[C:17](=[CH:18][C:19]([Cl:23])=[CH:20][CH:21]=2)[C:16]([CH2:24][CH2:25][S:26]([C:29]2[CH:38]=[CH:37][C:32]([C:33]([O:35]C)=[O:34])=[CH:31][CH:30]=2)(=[O:28])=[O:27])=[C:15]1[CH2:39][CH2:40][NH:41][S:42]([CH2:45][C:46]1[CH:51]=[CH:50][C:49]([Cl:52])=[C:48]([Cl:53])[CH:47]=1)(=[O:44])=[O:43])([C:8]1[CH:13]=[CH:12][CH:11]=[CH:10][CH:9]=1)[C:2]1[CH:7]=[CH:6][CH:5]=[CH:4][CH:3]=1.C1COCC1.[OH-].[Na+]. The catalyst is CO. The product is [CH:1]([N:14]1[C:22]2[C:17](=[CH:18][C:19]([Cl:23])=[CH:20][CH:21]=2)[C:16]([CH2:24][CH2:25][S:26]([C:29]2[CH:38]=[CH:37][C:32]([C:33]([OH:35])=[O:34])=[CH:31][CH:30]=2)(=[O:28])=[O:27])=[C:15]1[CH2:39][CH2:40][NH:41][S:42]([CH2:45][C:46]1[CH:51]=[CH:50][C:49]([Cl:52])=[C:48]([Cl:53])[CH:47]=1)(=[O:43])=[O:44])([C:2]1[CH:3]=[CH:4][CH:5]=[CH:6][CH:7]=1)[C:8]1[CH:13]=[CH:12][CH:11]=[CH:10][CH:9]=1. The yield is 0.930. (3) The yield is 0.340. The reactants are Cl[C:2]1[N:3]=[CH:4][C:5]([C:8]([OH:10])=[O:9])=[N:6][CH:7]=1.[CH:11]1([CH2:14][OH:15])[CH2:13][CH2:12]1.[OH-].[K+]. The catalyst is CS(C)=O. The product is [CH:11]1([CH2:14][O:15][C:2]2[N:3]=[CH:4][C:5]([C:8]([OH:10])=[O:9])=[N:6][CH:7]=2)[CH2:13][CH2:12]1. (4) The reactants are F[C:2]1[CH:9]=[CH:8][C:5]([CH:6]=[O:7])=[CH:4][CH:3]=1.C([O-])([O-])=O.[K+].[K+].[NH:16]1[CH:20]=[N:19][CH:18]=[N:17]1. The catalyst is CN(C=O)C.O. The product is [N:16]1([C:2]2[CH:9]=[CH:8][C:5]([CH:6]=[O:7])=[CH:4][CH:3]=2)[CH:20]=[N:19][CH:18]=[N:17]1. The yield is 0.650. (5) The reactants are O=[C:2]1[C:11]2[S:12][CH:13]=[CH:14][C:10]=2[C:9]2[CH:8]=[CH:7][C:6]([C:15]#[N:16])=[CH:5][C:4]=2[NH:3]1.P(Cl)(Cl)([Cl:19])=O. The catalyst is C(#N)C. The product is [Cl:19][C:2]1[C:11]2[S:12][CH:13]=[CH:14][C:10]=2[C:9]2[CH:8]=[CH:7][C:6]([C:15]#[N:16])=[CH:5][C:4]=2[N:3]=1. The yield is 0.900.